From a dataset of Catalyst prediction with 721,799 reactions and 888 catalyst types from USPTO. Predict which catalyst facilitates the given reaction. (1) Reactant: [Cl:1][C:2]1[CH:3]=[C:4]2[C:9](=[CH:10][C:11]=1[O:12][C:13]1[CH:18]=[CH:17][C:16]([C:19](=[O:35])[NH:20][C:21]3[CH:26]=[CH:25][CH:24]=[C:23]([C:27]4[CH:32]=[CH:31][C:30]([Cl:33])=[C:29]([Cl:34])[CH:28]=4)[N:22]=3)=[CH:15][CH:14]=1)[O:8][CH2:7][CH2:6][CH:5]2[C:36]([O:38]CC)=[O:37].[OH-].[Na+]. Product: [Cl:1][C:2]1[CH:3]=[C:4]2[C:9](=[CH:10][C:11]=1[O:12][C:13]1[CH:14]=[CH:15][C:16]([C:19](=[O:35])[NH:20][C:21]3[CH:26]=[CH:25][CH:24]=[C:23]([C:27]4[CH:32]=[CH:31][C:30]([Cl:33])=[C:29]([Cl:34])[CH:28]=4)[N:22]=3)=[CH:17][CH:18]=1)[O:8][CH2:7][CH2:6][CH:5]2[C:36]([OH:38])=[O:37]. The catalyst class is: 219. (2) Reactant: [C:1]([NH:4][C:5]1[CH:34]=[CH:33][C:8]([C:9]([NH:11][C:12]2[CH:13]=[C:14]([C:26]3[CH:31]=[CH:30][CH:29]=[CH:28][C:27]=3[CH3:32])[CH:15]=[CH:16][C:17]=2[NH:18]C(=O)OC(C)(C)C)=[O:10])=[CH:7][CH:6]=1)(=[O:3])[CH3:2].C(O)(C(F)(F)F)=O. Product: [C:1]([NH:4][C:5]1[CH:34]=[CH:33][C:8]([C:9]([NH:11][C:12]2[CH:13]=[C:14]([C:26]3[CH:31]=[CH:30][CH:29]=[CH:28][C:27]=3[CH3:32])[CH:15]=[CH:16][C:17]=2[NH2:18])=[O:10])=[CH:7][CH:6]=1)(=[O:3])[CH3:2]. The catalyst class is: 124. (3) Reactant: [Cl-].Cl[C:3](Cl)=[N+:4]([CH3:6])[CH3:5].[CH2:8]([N:13]1[C:21]2[N:20]=[CH:19][NH:18][C:17]=2[C:16](=[O:22])[NH:15]/[C:14]/1=[N:23]/[NH2:24])[CH2:9][CH2:10][CH2:11][CH3:12].[OH-].[Na+]. Product: [CH3:5][N:4]([CH3:6])[C:3]1[N:15]2[C:16](=[O:22])[C:17]3[NH:18][CH:19]=[N:20][C:21]=3[N:13]([CH2:8][CH2:9][CH2:10][CH2:11][CH3:12])[C:14]2=[N:23][N:24]=1. The catalyst class is: 2. (4) Reactant: [CH:1]1([CH2:7][C:8](=[O:24])[C:9]([NH:11][C:12]2[CH:13]=[CH:14][C:15]3[C:20](=[O:21])[O:19][N:18]=[C:17]([CH3:22])[C:16]=3[CH:23]=2)=[O:10])[CH2:6][CH2:5][CH2:4][CH2:3][CH2:2]1.[CH3:25][C:26]1[CH:31]=[CH:30][C:29]([C:32]#[CH:33])=[CH:28][CH:27]=1.C([Li])CCC. Product: [CH:1]1([CH2:7][C:8]([OH:24])([C:33]#[C:32][C:29]2[CH:30]=[CH:31][C:26]([CH3:25])=[CH:27][CH:28]=2)[C:9]([NH:11][C:12]2[CH:13]=[CH:14][C:15]3[C:20](=[O:21])[O:19][N:18]=[C:17]([CH3:22])[C:16]=3[CH:23]=2)=[O:10])[CH2:6][CH2:5][CH2:4][CH2:3][CH2:2]1. The catalyst class is: 7. (5) Reactant: [CH3:1][N:2](C)[C:3]1[CH:8]=[CH:7][CH:6]=[CH:5][CH:4]=1.FC(F)(F)S(O[C:16]1[CH:21]=[C:20]([CH3:22])[C:19]([CH3:23])=[CH:18][C:17]=1[Si](C)(C)C)(=O)=O.[F-].[K+].C1OCCOCCOCCOCCOCCOC1. Product: [CH3:1][N:2]([C:3]1[CH:8]=[CH:7][CH:6]=[CH:5][CH:4]=1)[C:17]1[CH:16]=[CH:21][C:20]([CH3:22])=[C:19]([CH3:23])[CH:18]=1. The catalyst class is: 1. (6) Reactant: [CH2:1]1[C@@H:9]2[C@@H:4]([CH2:5][CH:6]=[CH:7][CH2:8]2)[CH2:3][NH:2]1.[C:10](O[C:10]([O:12][C:13]([CH3:16])([CH3:15])[CH3:14])=[O:11])([O:12][C:13]([CH3:16])([CH3:15])[CH3:14])=[O:11]. Product: [CH2:1]1[C@@H:9]2[C@@H:4]([CH2:5][CH:6]=[CH:7][CH2:8]2)[CH2:3][N:2]1[C:10]([O:12][C:13]([CH3:16])([CH3:15])[CH3:14])=[O:11]. The catalyst class is: 2. (7) Reactant: [CH3:1][C:2](S(C1C=C(F)C=CC=1)(=O)=O)([S:4]([C:7]1[CH:8]=[C:9]([F:13])[CH:10]=[CH:11][CH:12]=1)(=[O:6])=[O:5])[CH3:3].[O:24]=[C:25]1[CH2:30][CH2:29][N:28]([C:31]([O:33][C:34]([CH3:37])([CH3:36])[CH3:35])=[O:32])[CH2:27][CH2:26]1. Product: [F:13][C:9]1[CH:8]=[C:7]([S:4]([C:2]([C:25]2([OH:24])[CH2:26][CH2:27][N:28]([C:31]([O:33][C:34]([CH3:37])([CH3:36])[CH3:35])=[O:32])[CH2:29][CH2:30]2)([CH3:3])[CH3:1])(=[O:6])=[O:5])[CH:12]=[CH:11][CH:10]=1. The catalyst class is: 1. (8) Reactant: [Cl:1][C:2]1[C:3]([N:8]2[C:12]([C:13]([O:15][CH3:16])=[O:14])=[CH:11][C:10]([CH:17](O)[CH2:18][N:19]3[N:23]=[N:22][C:21]([C:24]([F:27])([F:26])[F:25])=[N:20]3)=[N:9]2)=[N:4][CH:5]=[CH:6][CH:7]=1.ClC1C(N2C(C(OC)=O)=CC(C(O)CN3C(C(F)(F)F)=NN=N3)=N2)=NC=CC=1.CS(Cl)(=O)=O.C(N(CC)CC)C. Product: [Cl:1][C:2]1[C:3]([N:8]2[C:12]([C:13]([O:15][CH3:16])=[O:14])=[CH:11][C:10](/[CH:17]=[CH:18]/[N:19]3[N:23]=[N:22][C:21]([C:24]([F:26])([F:25])[F:27])=[N:20]3)=[N:9]2)=[N:4][CH:5]=[CH:6][CH:7]=1. The catalyst class is: 11.